This data is from Catalyst prediction with 721,799 reactions and 888 catalyst types from USPTO. The task is: Predict which catalyst facilitates the given reaction. (1) Reactant: Cl[C:2]1[N:7]=[C:6]([N:8]2[CH2:14][CH:13]3[O:15][CH:10]([CH2:11][CH2:12]3)[CH2:9]2)[CH:5]=[C:4]([C:16]2[CH:21]=[CH:20][C:19]([N+:22]([O-:24])=[O:23])=[CH:18][CH:17]=2)[N:3]=1.Cl.[CH:26]12[O:33][CH:30]([CH2:31][CH2:32]1)[CH2:29][NH:28][CH2:27]2.C(N(CC)CC)C.CCN(C(C)C)C(C)C. Product: [N+:22]([C:19]1[CH:20]=[CH:21][C:16]([C:4]2[N:3]=[C:2]([N:28]3[CH2:27][CH:26]4[O:33][CH:30]([CH2:31][CH2:32]4)[CH2:29]3)[N:7]=[C:6]([N:8]3[CH2:14][CH:13]4[O:15][CH:10]([CH2:11][CH2:12]4)[CH2:9]3)[CH:5]=2)=[CH:17][CH:18]=1)([O-:24])=[O:23]. The catalyst class is: 155. (2) Reactant: [CH3:1][O:2][C:3]([C:5]1[N:6]([CH2:23][C:24]2[CH:29]=[CH:28][C:27]([NH2:30])=[CH:26][CH:25]=2)[C:7](=[O:22])[C:8]2[C:13]([C:14]=1[C:15]1[CH:20]=[CH:19][CH:18]=[CH:17][CH:16]=1)=[CH:12][C:11]([Br:21])=[CH:10][CH:9]=2)=[O:4].C(N(CC)CC)C.[CH3:38][S:39](Cl)(=[O:41])=[O:40]. Product: [CH3:1][O:2][C:3]([C:5]1[N:6]([CH2:23][C:24]2[CH:25]=[CH:26][C:27]([N:30]([S:39]([CH3:38])(=[O:41])=[O:40])[S:39]([CH3:38])(=[O:41])=[O:40])=[CH:28][CH:29]=2)[C:7](=[O:22])[C:8]2[C:13]([C:14]=1[C:15]1[CH:16]=[CH:17][CH:18]=[CH:19][CH:20]=1)=[CH:12][C:11]([Br:21])=[CH:10][CH:9]=2)=[O:4]. The catalyst class is: 7. (3) Reactant: [NH2:1][C:2]1[CH:10]=[C:9]([Br:11])[C:8]([F:12])=[CH:7][C:3]=1[C:4](O)=[O:5].[NH2:13][C:14](N)=[O:15]. Product: [Br:11][C:9]1[CH:10]=[C:2]2[C:3]([C:4](=[O:5])[NH:13][C:14](=[O:15])[NH:1]2)=[CH:7][C:8]=1[F:12]. The catalyst class is: 6. (4) Reactant: [F:1][C:2]([F:24])([C:17]1[CH:22]=[CH:21][C:20]([F:23])=[CH:19][N:18]=1)[C:3]1[N:12]=[C:11]([S:13][CH3:14])[C:10]2[C:5](=[C:6]([C:15]#[N:16])[CH:7]=[CH:8][CH:9]=2)[N:4]=1.S(=O)(=O)(O)[OH:26].C(=O)(O)[O-].[Na+]. Product: [F:24][C:2]([F:1])([C:17]1[CH:22]=[CH:21][C:20]([F:23])=[CH:19][N:18]=1)[C:3]1[N:12]=[C:11]([S:13][CH3:14])[C:10]2[C:5](=[C:6]([C:15]([NH2:16])=[O:26])[CH:7]=[CH:8][CH:9]=2)[N:4]=1. The catalyst class is: 6. (5) Reactant: [NH2:1][C:2]1[CH:7]=[CH:6][CH:5]=[CH:4][C:3]=1[C:8]1[CH:13]=[CH:12][CH:11]=[CH:10][CH:9]=1.C(N(CC)CC)C.Cl[C:22](=[O:28])[C:23]([O:25][CH2:26][CH3:27])=[O:24]. Product: [C:3]1([C:8]2[CH:9]=[CH:10][CH:11]=[CH:12][CH:13]=2)[CH:4]=[CH:5][CH:6]=[CH:7][C:2]=1[NH:1][C:22](=[O:28])[C:23]([O:25][CH2:26][CH3:27])=[O:24]. The catalyst class is: 13. (6) Reactant: [CH2:1]([O:5][C:6]1[C:11]([CH:12]([CH3:14])[CH3:13])=[CH:10][C:9]([CH:15]([CH3:17])[CH3:16])=[CH:8][C:7]=1[C:18]1[C:26]2C(=[CH:22][CH:23]=[C:24]([C:27]([CH3:32])=[CH:28]C(O)=O)[CH:25]=2)NC=1)[CH2:2][CH2:3][CH3:4].[C:33](=[O:36])([O-])[O-:34].[Cs+].[Cs+].I[CH3:40].[CH3:41][N:42]([CH:44]=O)[CH3:43]. Product: [CH3:40][O:34][C:33](=[O:36])[CH:28]=[C:27]([C:24]1[CH:25]=[C:26]2[C:43](=[CH:22][CH:23]=1)[N:42]([CH3:41])[CH:44]=[C:18]2[C:7]1[CH:8]=[C:9]([CH:15]([CH3:17])[CH3:16])[CH:10]=[C:11]([CH:12]([CH3:13])[CH3:14])[C:6]=1[O:5][CH2:1][CH2:2][CH2:3][CH3:4])[CH3:32]. The catalyst class is: 6. (7) The catalyst class is: 260. Reactant: [Cl:1][C:2]1[CH:3]=[CH:4][C:5]([O:15][CH2:16][C:17]2[CH:22]=[CH:21][CH:20]=[CH:19][CH:18]=2)=[C:6]([C:8](=O)[CH2:9][CH2:10][C:11](=O)C)[CH:7]=1.Cl.[CH3:24][S:25]([C:28]1[CH:29]=[C:30]([CH:32]=[CH:33][CH:34]=1)[NH2:31])(=[O:27])=[O:26].[CH2:35](N(CC)CC)C. Product: [Cl:1][C:2]1[CH:3]=[CH:4][C:5]([O:15][CH2:16][C:17]2[CH:18]=[CH:19][CH:20]=[CH:21][CH:22]=2)=[C:6]([C:8]2[N:31]([C:30]3[CH:29]=[C:28]([S:25]([CH3:24])(=[O:26])=[O:27])[CH:34]=[CH:33][CH:32]=3)[CH:35]=[C:10]([CH3:11])[CH:9]=2)[CH:7]=1. (8) Reactant: [CH3:1][O:2][C:3]1[CH:8]=[C:7]([C:9]#[N:10])[CH:6]=[CH:5][C:4]=1[OH:11].C([O-])([O-])=O.[K+].[K+].[Cl:18][CH2:19][CH2:20][CH2:21]Br. Product: [CH3:1][O:2][C:3]1[CH:8]=[C:7]([CH:6]=[CH:5][C:4]=1[O:11][CH2:21][CH2:20][CH2:19][Cl:18])[C:9]#[N:10]. The catalyst class is: 3.